Dataset: Forward reaction prediction with 1.9M reactions from USPTO patents (1976-2016). Task: Predict the product of the given reaction. (1) Given the reactants [CH3:1][O:2][C:3](=[O:16])[C:4]1[CH:9]=[CH:8][C:7]([NH:10][CH2:11][CH3:12])=[C:6]([N+:13]([O-])=O)[CH:5]=1, predict the reaction product. The product is: [CH3:1][O:2][C:3](=[O:16])[C:4]1[CH:9]=[CH:8][C:7]([NH:10][CH2:11][CH3:12])=[C:6]([NH2:13])[CH:5]=1. (2) Given the reactants Br[C@H:2]([CH2:6][CH2:7][N:8]1[C:12](=[O:13])[CH2:11][CH2:10][C:9]1=[O:14])[C:3]([OH:5])=[O:4].[C:15]([O-:18])(=[S:17])[CH3:16].[K+].C(OCC)C, predict the reaction product. The product is: [C:15]([S:17][C@@H:2]([CH2:6][CH2:7][N:8]1[C:12](=[O:13])[CH2:11][CH2:10][C:9]1=[O:14])[C:3]([OH:5])=[O:4])(=[O:18])[CH3:16].